Dataset: Drug-target binding data from BindingDB using Ki measurements. Task: Regression. Given a target protein amino acid sequence and a drug SMILES string, predict the binding affinity score between them. We predict pKi (pKi = -log10(Ki in M); higher means stronger inhibition). Dataset: bindingdb_ki. (1) The small molecule is CNCCC(Oc1ccccc1OC)c1ccccc1. The target is MLLARMKPQVQPELGGADQ. The pKi is 9.0. (2) The compound is O=C(Cc1cccc2ccccc12)Nc1nc2nn(CCCc3ccccc3)cc2c2nc(-c3ccco3)nn12. The target protein (Q0VC81) has sequence MPVNSTAVSLASVTYISVEILIGLCAIVGNVLVIWVVKLNPSLQTTTFYFIVSLALADIAVGVLVMPLAIVISLGVTIHFYSCLLMTCLLMIFTHASIMSLLAIAVDRYLRVKLTVRYRRVTTQRRIWLALGLCWLVSFLVGLTPMFGWNMKLSSADKNLTFLPCQFRSVMRMDYMVYFSFFTWILIPLVVMCAIYFDIFYVIRNRLSQNFSGSKETGAFYGREFKTAKSLSLVLFLFALSWLPLSIINCIIYFNGEVPQIVLYLGILLSHANSMMNPIVYAYKIKKFKETYLLILKACVICQPSKSMDPSIEQTSE. The pKi is 6.5. (3) The target protein (P37840) has sequence MDVFMKGLSKAKEGVVAAAEKTKQGVAEAAGKTKEGVLYVGSKTKEGVVHGVATVAEKTKEQVTNVGGAVVTGVTAVAQKTVEGAGSIAAATGFVKKDQLGKNEEGAPQEGILEDMPVDPDNEAYEMPSEEGYQDYEPEA. The pKi is 7.1. The small molecule is CN(C)c1ccc(/C=C2\C(=O)Nc3ccccc32)cc1. (4) The drug is OC[C@@H]1OC(O)[C@@H](O)[C@H](CCCCCCCCC/C=C\CCCCCCCCC[C@H]2[C@H](O)[C@@H](CO)OC(O)[C@@H]2O)[C@H]1O. The target protein sequence is MTKSSKDICSENEGKKNGKSGFFSTSFKYVLSACIASFIFGYQVSVLNTIKNFIVVEFEWCKGEKDRLNCSNNTIQSSFLLASVFIGAVLGCGFSGYLVQFGRRLSLLIIYNFFFLVSILTSITHHFHTILFARLLSGFGIGLVTVSVPMYISEMTHKDKKGAYGVMHQLFITFGIFVAVMLGLAMGEGPKADSTEPLTSFAKLWWRLMFLFPSVISLIGILALVVFFKEETPYFLFEKGRIEESKNILKKIYETDNVDEPLNAIKEAVEQNESAKKNSLSLLSALKIPSYRYVIILGCLLSGLQQFTGINVLVSNSNELYKEFLDSHLITILSVVMTAVNFLMTFPAIYIVEKLGRKTLLLWGCVGVLVAYLPTAIANEINRNSNFVKILSIVATFVMIISFAVSYGPVLWIYLHEMFPSEIKDSAASLASLVNWVCAIIVVFPSDIIIKKSPSILFIVFSVMSILTFFFIFFFIKETKGGEIGTSPYITMEERQKHMT.... The pKi is 3.9. (5) The drug is C/C(=C\COP(=O)(O)OP(=O)(O)O)CC/C=C(\C)COC(=O)[C-]([N+]#N)C(F)(F)F. The target protein (P29703) has sequence MEEYDYSDVKPLPIETDLQDELCRIMYTEDYKRLMGLARALISLNELSPRALQLTAEIIDVAPAFYTIWNYRFNIVRHMMSESEDTVLYLNKELDWLDEVTLNNPKNYQIWSYRQSLLKLHPSPSFKRELPILKLMIDDDSKNYHVWSYRKWCCLFFSDFQHELAYASDLIETDIYNNSAWTHRMFYWVNAKDVISKVELADELQFIMDKIQLVPQNISPWTYLRGFQELFHDRLQWDSKVVDFATTFIGDVLSLPIGSPEDLPEIESSYALEFLAYHWGADPCTRDNAVKAYSLLAIKYDPIRKNLWHHKINNLN. The pKi is 6.7. (6) The drug is C[C@@H](NC(=O)c1cc(=O)[nH]c(-c2ncccn2)n1)c1ccc(C(F)(F)F)cc1F. The target protein sequence is MGQACGHSILCRSQQYPAARPAEPRGQQVFLKPDEPPPPPQPCADSLQDALLSLGSVIDISGLQRAVKEALSAVLPRVETVYTYLLDGESRLVCEDPPHELPQEGKVWEAIISQKRLGCNGLGLSDLPGKPLARLVAPLAPHTQVLVIPLVDKEAGAVAAVILVHCGQLSDNEEWSLQAVEKHTLVALRRVQALQQRRPSEAPQAVQNPPEGAVEDQKGGAAYTDRDRKILQLCGELYDLDASSLQLKVLQYLQQETRASRCCLLLVSEDSLQLSCKVMGDKVLGEEISFPLTGCLGQVVEDKKSIQLKDLTSEDVQQLQSMLGCELQAMLCVPVISRATDQVVALACAFNKLEGDLFTDQDEHVIQHCFHYTSTVLTSTLAFQKEQKLKCECQALLQVAKNLFTHLDDVSVLLQEIITEARNLSNAEICSVFLLDQNELVAKVFDGGVVDDESYEIRIPADQGIAGHVATTGQILNIPDAYAHPLFYRGVDDSTGFRTR.... The pKi is 7.2. (7) The compound is Cc1c(Oc2ccc(S(C)(=O)=O)cc2F)ncnc1N1C2CC3CC1CC(C2)N3C(=O)OC(C)(C)C. The target protein (Q8TDV5) has sequence MESSFSFGVILAVLASLIIATNTLVAVAVLLLIHKNDGVSLCFTLNLAVADTLIGVAISGLLTDQLSSPSRPTQKTLCSLRMAFVTSSAAASVLTVMLITFDRYLAIKQPFRYLKIMSGFVAGACIAGLWLVSYLIGFLPLGIPMFQQTAYKGQCSFFAVFHPHFVLTLSCVGFFPAMLLFVFFYCDMLKIASMHSQQIRKMEHAGAMAGGYRSPRTPSDFKALRTVSVLIGSFALSWTPFLITGIVQVACQECHLYLVLERYLWLLGVGNSLLNPLIYAYWQKEVRLQLYHMALGVKKVLTSFLLFLSARNCGPERPRESSCHIVTISSSEFDG. The pKi is 7.4.